This data is from Full USPTO retrosynthesis dataset with 1.9M reactions from patents (1976-2016). The task is: Predict the reactants needed to synthesize the given product. (1) Given the product [CH:1]1([C:4]2([C:9]3[CH:10]=[C:11]([CH:14]=[O:15])[S:12][CH:13]=3)[CH2:8][CH2:7][CH2:6][O:5]2)[CH2:2][CH2:3]1, predict the reactants needed to synthesize it. The reactants are: [CH:1]1([C:4]2([C:9]3[CH:10]=[C:11]([CH2:14][OH:15])[S:12][CH:13]=3)[CH2:8][CH2:7][CH2:6][O:5]2)[CH2:3][CH2:2]1. (2) Given the product [CH2:2]([N:4]1[CH:11]=[C:12]([CH3:14])[N:7]=[CH:6][C:5]1=[O:8])[CH3:3], predict the reactants needed to synthesize it. The reactants are: Cl.[CH2:2]([NH:4][C:5](=[O:8])[CH2:6][NH2:7])[CH3:3].[OH-].[Na+].[CH3:11][C:12]([CH:14]=O)=O.[Cl-].[Na+].